Task: Predict the product of the given reaction.. Dataset: Forward reaction prediction with 1.9M reactions from USPTO patents (1976-2016) (1) Given the reactants [CH2:1]([O:4][NH:5][CH:6]1[CH2:11][NH:10][C@@H:9]([C:12]([NH2:14])=[O:13])[CH:8]=[C:7]1[CH:15]1[CH2:17][CH2:16]1)[CH:2]=[CH2:3].[CH2:18]([O:21]N1C(=O)N2C[C@H]1C(C)=C[C@H]2C(N)=O)C=C, predict the reaction product. The product is: [CH2:1]([O:4][N:5]1[C:18](=[O:21])[N:10]2[CH2:11][C@H:6]1[C:7]([CH:15]1[CH2:16][CH2:17]1)=[CH:8][C@H:9]2[C:12]([NH2:14])=[O:13])[CH:2]=[CH2:3]. (2) The product is: [CH2:27]([N:9]1[C:8]2[CH:29]=[CH:30][C:5]([C:3]([OH:4])=[O:2])=[CH:6][C:7]=2[N:11]=[C:10]1[NH:12][C:13]1[S:14][C:15]2[CH:21]=[C:20]([O:22][C:23]([F:26])([F:25])[F:24])[CH:19]=[CH:18][C:16]=2[N:17]=1)[CH3:28]. Given the reactants C[O:2][C:3]([C:5]1[CH:30]=[CH:29][C:8]2[N:9]([CH2:27][CH3:28])[C:10]([NH:12][C:13]3[S:14][C:15]4[CH:21]=[C:20]([O:22][C:23]([F:26])([F:25])[F:24])[CH:19]=[CH:18][C:16]=4[N:17]=3)=[N:11][C:7]=2[CH:6]=1)=[O:4].[OH-].[Na+], predict the reaction product.